Dataset: Full USPTO retrosynthesis dataset with 1.9M reactions from patents (1976-2016). Task: Predict the reactants needed to synthesize the given product. (1) Given the product [C:4]([S:6][CH2:7][C:8]1[CH:13]=[CH:12][CH:11]=[CH:10][CH:9]=1)(=[S:5])[CH3:1], predict the reactants needed to synthesize it. The reactants are: [CH3:1][Mg]Cl.[C:4](=[S:6])=[S:5].[CH2:7](Br)[C:8]1[CH:13]=[CH:12][CH:11]=[CH:10][CH:9]=1.O. (2) Given the product [Cl:34][C:23]1[CH:22]=[C:21]([NH:20][C:12]2[C:11]3[C:16](=[CH:17][C:8](/[CH:7]=[CH:6]/[CH2:5][N:35]4[CH2:39][CH2:38][CH2:37][CH2:36]4)=[CH:9][CH:10]=3)[N:15]=[CH:14][C:13]=2[C:18]#[N:19])[CH:26]=[CH:25][C:24]=1[S:27][C:28]1[N:29]([CH3:33])[CH:30]=[CH:31][N:32]=1, predict the reactants needed to synthesize it. The reactants are: C(O[CH2:5]/[CH:6]=[CH:7]/[C:8]1[CH:17]=[C:16]2[C:11]([C:12]([NH:20][C:21]3[CH:26]=[CH:25][C:24]([S:27][C:28]4[N:29]([CH3:33])[CH:30]=[CH:31][N:32]=4)=[C:23]([Cl:34])[CH:22]=3)=[C:13]([C:18]#[N:19])[CH:14]=[N:15]2)=[CH:10][CH:9]=1)(=O)C.[NH:35]1[CH2:39][CH2:38][CH2:37][CH2:36]1. (3) The reactants are: [F:1][C:2]([F:10])([F:9])[C:3]([CH3:8])([CH3:7])[C:4](O)=[O:5].C(Cl)(=O)C(Cl)=O.Cl.[CH3:18][NH:19][O:20][CH3:21].C(N(CC)C(C)C)(C)C. Given the product [F:1][C:2]([F:10])([F:9])[C:3]([CH3:8])([CH3:7])[C:4]([N:19]([O:20][CH3:21])[CH3:18])=[O:5], predict the reactants needed to synthesize it. (4) Given the product [S:1]1[CH:5]=[C:4]([C:6](=[O:10])[CH2:7][CH2:8][N:27]2[CH2:28][CH2:29][N:24]([C:20]3[C:19]4[O:15][CH2:16][CH2:17][C:18]=4[CH:23]=[CH:22][CH:21]=3)[CH2:25][CH2:26]2)[C:3]2[CH:11]=[CH:12][CH:13]=[CH:14][C:2]1=2, predict the reactants needed to synthesize it. The reactants are: [S:1]1[CH:5]=[C:4]([C:6](=[O:10])[CH2:7][CH2:8]Cl)[C:3]2[CH:11]=[CH:12][CH:13]=[CH:14][C:2]1=2.[O:15]1[C:19]2[C:20]([N:24]3[CH2:29][CH2:28][NH:27][CH2:26][CH2:25]3)=[CH:21][CH:22]=[CH:23][C:18]=2[CH:17]=[CH:16]1.